From a dataset of Reaction yield outcomes from USPTO patents with 853,638 reactions. Predict the reaction yield, written as a fraction of the theoretical maximum amount of product (1.0 means a 100% yield; for example, 0.34 means a 34% yield). (1) The reactants are [CH:1]1[C:10]2[C:5](=[CH:6][CH:7]=[CH:8][CH:9]=2)[CH:4]=[CH:3][C:2]=1[S:11]([CH:14]([CH3:21])[CH2:15][CH2:16][C:17]([O:19]C)=[O:18])(=[O:13])=[O:12].C1COCC1.[OH-].[Li+].Cl. The catalyst is CO.O. The product is [CH:1]1[C:10]2[C:5](=[CH:6][CH:7]=[CH:8][CH:9]=2)[CH:4]=[CH:3][C:2]=1[S:11]([CH:14]([CH3:21])[CH2:15][CH2:16][C:17]([OH:19])=[O:18])(=[O:13])=[O:12]. The yield is 0.880. (2) The reactants are [CH3:1][O:2][C:3]1[CH:4]=[C:5]2[C:10](=[CH:11][C:12]=1[O:13][CH3:14])[N:9]=[CH:8][CH:7]=[C:6]2[O:15][C:16]1[CH:22]=[CH:21][C:19]([NH2:20])=[CH:18][CH:17]=1.ClC(Cl)(O[C:27](=[O:33])[O:28][C:29](Cl)(Cl)Cl)Cl.[CH3:35][O:36][C:37]1[CH:42]=[CH:41][CH:40]=[CH:39][C:38]=1CO.C(=O)(O)[O-].[Na+]. The catalyst is C(Cl)Cl.C(N(CC)CC)C.C1(C)C=CC=CC=1. The product is [CH3:1][O:2][C:3]1[CH:4]=[C:5]2[C:10](=[CH:11][C:12]=1[O:13][CH3:14])[N:9]=[CH:8][CH:7]=[C:6]2[O:15][C:16]1[CH:22]=[CH:21][C:19]([NH:20][C:27](=[O:33])[O:28][CH2:29][C:38]2[CH:39]=[CH:40][CH:41]=[CH:42][C:37]=2[O:36][CH3:35])=[CH:18][CH:17]=1. The yield is 0.730. (3) The reactants are Cl[C:2]1[N:6]2[CH:7]=[C:8]([F:11])[CH:9]=[CH:10][C:5]2=[N:4][N:3]=1.[OH:12][CH:13]1[CH2:18][CH2:17][NH:16][CH2:15][CH2:14]1.N. The catalyst is CC(N(C)C)=O.CO.C(Cl)Cl. The product is [F:11][C:8]1[CH:9]=[CH:10][C:5]2[N:6]([C:2]([N:16]3[CH2:17][CH2:18][CH:13]([OH:12])[CH2:14][CH2:15]3)=[N:3][N:4]=2)[CH:7]=1. The yield is 0.440. (4) The reactants are Cl.[Br:2][C:3]1[CH:19]=[CH:18][C:6]([O:7][CH:8]2[CH2:17][CH2:16][C:11]3(OCC[O:12]3)[CH2:10][CH2:9]2)=[CH:5][CH:4]=1.C(=O)(O)[O-].[Na+]. The catalyst is C1COCC1. The product is [Br:2][C:3]1[CH:4]=[CH:5][C:6]([O:7][CH:8]2[CH2:9][CH2:10][C:11](=[O:12])[CH2:16][CH2:17]2)=[CH:18][CH:19]=1. The yield is 0.870. (5) The reactants are C([BH3-])#N.[Na+].[F:5][C:6]1[CH:7]=[C:8]2[C:13](=[CH:14][CH:15]=1)[N:12]=[CH:11][CH:10]=[CH:9]2. The catalyst is C(O)(=O)C. The product is [F:5][C:6]1[CH:7]=[C:8]2[C:13](=[CH:14][CH:15]=1)[NH:12][CH2:11][CH2:10][CH2:9]2. The yield is 0.716. (6) The reactants are Br[C:2]1[CH:8]=[C:7]([N+:9]([O-:11])=[O:10])[CH:6]=[CH:5][C:3]=1[NH2:4].[CH3:12][C:13]([CH3:20])([C:18]#[CH:19])[C:14]([O:16][CH3:17])=[O:15].C(N(CC)CC)C. The catalyst is C1(C)C=CC=CC=1.O.[Cu]I.C1C=CC([P]([Pd]([P](C2C=CC=CC=2)(C2C=CC=CC=2)C2C=CC=CC=2)([P](C2C=CC=CC=2)(C2C=CC=CC=2)C2C=CC=CC=2)[P](C2C=CC=CC=2)(C2C=CC=CC=2)C2C=CC=CC=2)(C2C=CC=CC=2)C2C=CC=CC=2)=CC=1. The product is [NH2:4][C:3]1[CH:5]=[CH:6][C:7]([N+:9]([O-:11])=[O:10])=[CH:8][C:2]=1[C:19]#[C:18][C:13]([CH3:20])([CH3:12])[C:14]([O:16][CH3:17])=[O:15]. The yield is 0.0900. (7) The yield is 0.690. The product is [CH3:1][O:2][C:3]([C:4]1[CH:9]=[C:8]([CH:7]=[CH:6][C:5]=1[N+:11]([O-:13])=[O:12])[CH2:10][Br:15])=[O:14]. The catalyst is C(Cl)(Cl)(Cl)Cl. The reactants are [CH3:1][O:2][C:3](=[O:14])[C:4]1[CH:9]=[C:8]([CH3:10])[CH:7]=[CH:6][C:5]=1[N+:11]([O-:13])=[O:12].[Br:15]C1CC(=O)NC1=O. (8) The reactants are [CH2:1]([N:8]1[CH2:13][CH2:12][N:11]([C:14]2[CH:19]=[C:18](Cl)[N:17]=[CH:16][N:15]=2)[CH2:10][CH2:9]1)[C:2]1[CH:7]=[CH:6][CH:5]=[CH:4][CH:3]=1.[C:21]1([CH:27]([NH2:34])[C:28]2[CH:33]=[CH:32][CH:31]=[CH:30][CH:29]=2)[CH:26]=[CH:25][CH:24]=[CH:23][CH:22]=1.C(=O)([O-])[O-].[K+].[K+]. The catalyst is CN1C(=O)CCC1. The product is [CH:27]([NH:34][C:18]1[CH:19]=[C:14]([N:11]2[CH2:12][CH2:13][N:8]([CH2:1][C:2]3[CH:7]=[CH:6][CH:5]=[CH:4][CH:3]=3)[CH2:9][CH2:10]2)[N:15]=[CH:16][N:17]=1)([C:28]1[CH:29]=[CH:30][CH:31]=[CH:32][CH:33]=1)[C:21]1[CH:26]=[CH:25][CH:24]=[CH:23][CH:22]=1. The yield is 0.160. (9) The reactants are P([O-])([O-])([O-])=O.[K+].[K+].[K+].O1CCOCC1.[Cl:15][C:16]1[CH:25]=[C:24]2[C:19]([CH2:20][CH2:21][NH:22][C:23]2=[O:26])=[CH:18][CH:17]=1.Br[C:28]1[CH:29]=[N:30][CH:31]=[CH:32][CH:33]=1. The catalyst is C(Cl)(Cl)Cl.[Cu](I)I.CO. The product is [Cl:15][C:16]1[CH:25]=[C:24]2[C:19]([CH2:20][CH2:21][N:22]([C:28]3[CH:29]=[N:30][CH:31]=[CH:32][CH:33]=3)[C:23]2=[O:26])=[CH:18][CH:17]=1. The yield is 0.422.